The task is: Predict the reactants needed to synthesize the given product.. This data is from Full USPTO retrosynthesis dataset with 1.9M reactions from patents (1976-2016). (1) Given the product [CH3:1][N:2]([CH3:3])[C:5]1[N:10]=[C:9]([C:11]2[CH:19]=[CH:18][C:14]([C:15]([OH:17])=[O:16])=[CH:13][CH:12]=2)[CH:8]=[CH:7][N:6]=1, predict the reactants needed to synthesize it. The reactants are: [CH3:1][NH:2][CH3:3].Cl[C:5]1[N:10]=[C:9]([C:11]2[CH:19]=[CH:18][C:14]([C:15]([OH:17])=[O:16])=[CH:13][CH:12]=2)[CH:8]=[CH:7][N:6]=1. (2) Given the product [F:1][C:2]1[C:3]([NH:28][CH:29]([C:36]2([CH3:42])[CH2:41][CH2:40][CH2:39][CH2:38][CH2:37]2)[CH2:30][C:31]([O:33][CH2:34][CH3:35])=[O:32])=[N:4][C:5]([C:8]2[C:16]3[C:11](=[N:12][CH:13]=[C:14]([F:17])[CH:15]=3)[NH:10][CH:9]=2)=[N:6][CH:7]=1, predict the reactants needed to synthesize it. The reactants are: [F:1][C:2]1[C:3]([NH:28][CH:29]([C:36]2([CH3:42])[CH2:41][CH2:40][CH2:39][CH2:38][CH2:37]2)[CH2:30][C:31]([O:33][CH2:34][CH3:35])=[O:32])=[N:4][C:5]([C:8]2[C:16]3[C:11](=[N:12][CH:13]=[C:14]([F:17])[CH:15]=3)[N:10](S(C3C=CC(C)=CC=3)(=O)=O)[CH:9]=2)=[N:6][CH:7]=1.Cl. (3) The reactants are: [Cl:1][C:2]1[N:7]=[C:6]([C:8]2[S:12][C:11]([C:13]([CH3:16])([CH3:15])[CH3:14])=[N:10][C:9]=2[C:17]2[C:18]([F:33])=[C:19]([NH:23][S:24]([C:27]3[CH:31]=[CH:30][N:29]([CH3:32])[CH:28]=3)(=[O:26])=[O:25])[CH:20]=[CH:21][CH:22]=2)[CH:5]=[CH:4][N:3]=1.[OH-].[NH4+:35]. Given the product [ClH:1].[NH2:35][C:2]1[N:7]=[C:6]([C:8]2[S:12][C:11]([C:13]([CH3:16])([CH3:15])[CH3:14])=[N:10][C:9]=2[C:17]2[C:18]([F:33])=[C:19]([NH:23][S:24]([C:27]3[CH:31]=[CH:30][N:29]([CH3:32])[CH:28]=3)(=[O:26])=[O:25])[CH:20]=[CH:21][CH:22]=2)[CH:5]=[CH:4][N:3]=1, predict the reactants needed to synthesize it.